From a dataset of Full USPTO retrosynthesis dataset with 1.9M reactions from patents (1976-2016). Predict the reactants needed to synthesize the given product. Given the product [CH3:1][C:2]1[CH:7]=[CH:6][CH:5]=[C:4]([CH3:8])[C:3]=1[N:9]1[C:13](=[O:14])[CH2:12][C@:11]([CH:18]([CH3:19])[CH3:20])([C:15]([NH:49][C:41]2[CH:42]=[C:43]([C:45]([F:47])([F:48])[F:46])[CH:44]=[C:39]([O:38][CH:35]([CH3:37])[CH3:36])[CH:40]=2)=[O:16])[CH2:10]1, predict the reactants needed to synthesize it. The reactants are: [CH3:1][C:2]1[CH:7]=[CH:6][CH:5]=[C:4]([CH3:8])[C:3]=1[N:9]1[C:13](=[O:14])[CH2:12][C@:11]([CH:18]([CH3:20])[CH3:19])([C:15](O)=[O:16])[CH2:10]1.CS(Cl)(=O)=O.C(N(C(C)C)CC)(C)C.[CH:35]([O:38][C:39]1[CH:40]=[C:41]([NH2:49])[CH:42]=[C:43]([C:45]([F:48])([F:47])[F:46])[CH:44]=1)([CH3:37])[CH3:36].